This data is from Forward reaction prediction with 1.9M reactions from USPTO patents (1976-2016). The task is: Predict the product of the given reaction. (1) Given the reactants [F:1][C:2]([F:36])([F:35])[C:3]1[CH:4]=[C:5]([C@@H:13]2[O:17][C:16](=[O:18])[N:15]([CH2:19][C:20]3[C:25]([NH:26][CH:27]4[CH2:32][CH2:31][CH2:30][CH2:29][CH2:28]4)=[N:24][CH:23]=[C:22](Br)[N:21]=3)[C@H:14]2[CH3:34])[CH:6]=[C:7]([C:9]([F:12])([F:11])[F:10])[CH:8]=1.[CH3:37][C:38]1[C:42](B2OC(C)(C)C(C)(C)O2)=[C:41]([CH3:52])[O:40][N:39]=1, predict the reaction product. The product is: [F:1][C:2]([F:36])([F:35])[C:3]1[CH:4]=[C:5]([C@H:13]2[O:17][C:16](=[O:18])[N:15]([CH2:19][C:20]3[C:25]([NH:26][CH:27]4[CH2:32][CH2:31][CH2:30][CH2:29][CH2:28]4)=[N:24][CH:23]=[C:22]([C:42]4[C:38]([CH3:37])=[N:39][O:40][C:41]=4[CH3:52])[N:21]=3)[C@H:14]2[CH3:34])[CH:6]=[C:7]([C:9]([F:12])([F:11])[F:10])[CH:8]=1. (2) Given the reactants [CH3:1][C:2]1[N:7]=[C:6]([NH:8][C:9]2[C:14]([CH3:15])=[CH:13][C:12]([CH3:16])=[CH:11][C:10]=2[CH3:17])[C:5]([S:18]([C:21]2[CH:26]=[CH:25][C:24]([OH:27])=[CH:23][CH:22]=2)(=[O:20])=[O:19])=[CH:4][N:3]=1.C(N(CC)CC)C.[F:35][C:36]([F:42])([F:41])[S:37](Cl)(=[O:39])=[O:38].C([O-])(O)=O.[Na+], predict the reaction product. The product is: [CH3:1][C:2]1[N:7]=[C:6]([NH:8][C:9]2[C:14]([CH3:15])=[CH:13][C:12]([CH3:16])=[CH:11][C:10]=2[CH3:17])[C:5]([S:18]([C:21]2[CH:22]=[CH:23][C:24]([O:27][S:37]([C:36]([F:42])([F:41])[F:35])(=[O:39])=[O:38])=[CH:25][CH:26]=2)(=[O:20])=[O:19])=[CH:4][N:3]=1. (3) Given the reactants [Cl:1][C:2]1[CH:3]=[C:4]([C:9](=[O:11])[CH3:10])[CH:5]=[CH:6][C:7]=1[F:8].[C:12](OCC)(=[O:18])[C:13]([O:15][CH2:16][CH3:17])=[O:14].C(O[Na])(C)(C)C, predict the reaction product. The product is: [CH2:16]([O:15][C:13](=[O:14])[C:12](=[O:18])[CH2:10][C:9]([C:4]1[CH:5]=[CH:6][C:7]([F:8])=[C:2]([Cl:1])[CH:3]=1)=[O:11])[CH3:17]. (4) Given the reactants [CH3:1][N:2]([CH3:6])[CH2:3][CH2:4][NH2:5].Cl[C:8]1[N:9]=[N+:10]([O-:22])[C:11]2[C:21]3[CH2:20][CH2:19][CH2:18][O:17][C:16]=3[CH:15]=[CH:14][C:12]=2[N:13]=1, predict the reaction product. The product is: [CH3:1][N:2]([CH3:6])[CH2:3][CH2:4][NH:5][C:8]1[N:9]=[N+:10]([O-:22])[C:11]2[C:21]3[CH2:20][CH2:19][CH2:18][O:17][C:16]=3[CH:15]=[CH:14][C:12]=2[N:13]=1.